From a dataset of NCI-60 drug combinations with 297,098 pairs across 59 cell lines. Regression. Given two drug SMILES strings and cell line genomic features, predict the synergy score measuring deviation from expected non-interaction effect. Drug 1: CC(C1=C(C=CC(=C1Cl)F)Cl)OC2=C(N=CC(=C2)C3=CN(N=C3)C4CCNCC4)N. Drug 2: C1=NC(=NC(=O)N1C2C(C(C(O2)CO)O)O)N. Cell line: SK-MEL-5. Synergy scores: CSS=-1.62, Synergy_ZIP=3.93, Synergy_Bliss=8.10, Synergy_Loewe=-0.365, Synergy_HSA=1.92.